This data is from Forward reaction prediction with 1.9M reactions from USPTO patents (1976-2016). The task is: Predict the product of the given reaction. (1) The product is: [CH2:2]([C:34]1[CH:35]=[C:36]([CH3:37])[N:31]([C:28]2[N:29]=[CH:30][C:25]([O:24][CH2:22][CH3:23])=[CH:26][N:27]=2)[C:32](=[O:54])[C:33]=1[CH2:39][C:40]1[CH:41]=[CH:42][C:43]([C:46]2[C:47]([C:52]#[N:53])=[CH:48][CH:49]=[CH:50][CH:51]=2)=[CH:44][CH:45]=1)[CH2:3][CH2:4][CH3:5]. Given the reactants N1C=[CH:5][CH:4]=[CH:3][CH:2]=1.FC(F)(F)S(OS(C(F)(F)F)(=O)=O)(=O)=O.[CH2:22]([O:24][C:25]1[CH:26]=[N:27][C:28]([N:31]2[C:36]([CH3:37])=[CH:35][C:34](O)=[C:33]([CH2:39][C:40]3[CH:45]=[CH:44][C:43]([C:46]4[C:47]([C:52]#[N:53])=[CH:48][CH:49]=[CH:50][CH:51]=4)=[CH:42][CH:41]=3)[C:32]2=[O:54])=[N:29][CH:30]=1)[CH3:23].[Br-].C([Zn+])CCC, predict the reaction product. (2) Given the reactants [CH2:1]([N:8]1[C:14](=[O:15])[CH:13]([CH2:16][C:17]([OH:19])=[O:18])[CH2:12][C:11]2[CH:20]=[CH:21][C:22]([O:24][CH2:25][CH2:26][CH2:27][N:28]([C:36]3[CH:41]=[CH:40][CH:39]=[CH:38][N:37]=3)C(OC(C)(C)C)=O)=[CH:23][C:10]=2[CH2:9]1)[C:2]1[CH:7]=[CH:6][CH:5]=[CH:4][CH:3]=1.O=C1C(CC(O)=O)CC2C=CC(OCCCN(C3C=CC=CN=3)C(OC(C)(C)C)=O)=CC=2CN1CC1C=CC(C(F)(F)F)=CC=1, predict the reaction product. The product is: [CH2:1]([N:8]1[C:14](=[O:15])[CH:13]([CH2:16][C:17]([OH:19])=[O:18])[CH2:12][C:11]2[CH:20]=[CH:21][C:22]([O:24][CH2:25][CH2:26][CH2:27][NH:28][C:36]3[CH:41]=[CH:40][CH:39]=[CH:38][N:37]=3)=[CH:23][C:10]=2[CH2:9]1)[C:2]1[CH:7]=[CH:6][CH:5]=[CH:4][CH:3]=1. (3) Given the reactants [F:1][C:2]1[CH:7]=[C:6]([N:8]2[CH:13]=[CH:12][CH:11]=[CH:10][C:9]2=[O:14])[CH:5]=[CH:4][C:3]=1[CH2:15][C:16]([C:18]1[N:22]([C:23]2[CH:28]=[CH:27][C:26]([O:29][CH3:30])=[CH:25][CH:24]=2)[N:21]=[C:20]([C:31]#[N:32])[CH:19]=1)=[O:17].S(O)(O)(=O)=[O:34].C(OCC)(=O)C, predict the reaction product. The product is: [F:1][C:2]1[CH:7]=[C:6]([N:8]2[CH:13]=[CH:12][CH:11]=[CH:10][C:9]2=[O:14])[CH:5]=[CH:4][C:3]=1[CH2:15][C:16]([C:18]1[N:22]([C:23]2[CH:24]=[CH:25][C:26]([O:29][CH3:30])=[CH:27][CH:28]=2)[N:21]=[C:20]([C:31]([NH2:32])=[O:34])[CH:19]=1)=[O:17]. (4) Given the reactants [CH2:1]([C:5]1[N:6]([CH2:13][C:14]2[CH:19]=[CH:18][C:17]([C:20]3[CH:25]=[CH:24][CH:23]=[CH:22][C:21]=3[C:26]3[NH:30][N:29]=[N:28][N:27]=3)=[CH:16][CH:15]=2)[C:7]([CH2:11][OH:12])=[C:8]([Cl:10])[N:9]=1)[CH2:2][CH2:3][CH3:4].FC1C([O:38][C:39](=O)[CH2:40][CH2:41][CH2:42][CH2:43][O:44][N+:45]([O-:47])=[O:46])=C(F)C(F)=C(F)C=1F, predict the reaction product. The product is: [CH2:1]([C:5]1[N:6]([CH2:13][C:14]2[CH:19]=[CH:18][C:17]([C:20]3[CH:25]=[CH:24][CH:23]=[CH:22][C:21]=3[C:26]3[NH:30][N:29]=[N:28][N:27]=3)=[CH:16][CH:15]=2)[C:7]([CH2:11][O:12][C:39]([CH2:40][CH2:41][CH2:42][CH2:43][O:44][N+:45]([O-:47])=[O:46])=[O:38])=[C:8]([Cl:10])[N:9]=1)[CH2:2][CH2:3][CH3:4]. (5) Given the reactants [C:1]([N:4]1[C:13]2[C:8](=[CH:9][C:10]([C:14]3[CH:22]=[CH:21][C:17]([C:18]([OH:20])=O)=[CH:16][CH:15]=3)=[CH:11][CH:12]=2)[C@H:7]([NH:23][C:24]2[CH:29]=[CH:28][CH:27]=[CH:26][N:25]=2)[CH2:6][C@@H:5]1[CH3:30])(=[O:3])[CH3:2].CN(C(ON1N=NC2C=CC=NC1=2)=[N+](C)C)C.F[P-](F)(F)(F)(F)F.CCN(C(C)C)C(C)C.[NH2:64][CH:65]([CH2:68][OH:69])[CH2:66][OH:67], predict the reaction product. The product is: [C:1]([N:4]1[C:13]2[C:8](=[CH:9][C:10]([C:14]3[CH:15]=[CH:16][C:17]([C:18]([NH:64][CH:65]([CH2:68][OH:69])[CH2:66][OH:67])=[O:20])=[CH:21][CH:22]=3)=[CH:11][CH:12]=2)[C@H:7]([NH:23][C:24]2[CH:29]=[CH:28][CH:27]=[CH:26][N:25]=2)[CH2:6][C@@H:5]1[CH3:30])(=[O:3])[CH3:2]. (6) Given the reactants [CH:1]1([C:6]2[CH:7]=[CH:8][C:9]([C:17]([OH:19])=O)=[N:10][C:11]=2[O:12][CH2:13][CH:14]2[CH2:16][CH2:15]2)[CH2:5][CH2:4][CH2:3][CH2:2]1.[CH3:20][C:21]([CH3:29])([C:23]1[N:27]=[C:26]([CH3:28])[O:25][N:24]=1)[NH2:22], predict the reaction product. The product is: [CH3:20][C:21]([NH:22][C:17]([C:9]1[CH:8]=[CH:7][C:6]([CH:1]2[CH2:2][CH2:3][CH2:4][CH2:5]2)=[C:11]([O:12][CH2:13][CH:14]2[CH2:15][CH2:16]2)[N:10]=1)=[O:19])([C:23]1[N:27]=[C:26]([CH3:28])[O:25][N:24]=1)[CH3:29]. (7) Given the reactants [Br:1][C:2]1[CH:7]=[C:6]([F:8])[C:5]([F:9])=[C:4]([F:10])[CH:3]=1.C([Li])(C)(C)C.C([S@@]([N:22]=[CH:23][CH2:24][CH2:25][C:26]([CH3:38])([CH3:37])[C:27](OCC1C=CC=CC=1)=[O:28])=O)(C)(C)C, predict the reaction product. The product is: [Br:1][C:2]1[C:7]([CH:23]2[NH:22][C:27](=[O:28])[C:26]([CH3:38])([CH3:37])[CH2:25][CH2:24]2)=[C:6]([F:8])[C:5]([F:9])=[C:4]([F:10])[CH:3]=1. (8) Given the reactants [Cl:1][C:2]1[CH:3]=[C:4]([C:9]2[NH:10][C:11]3[C:16]([CH:17]=2)=[CH:15][CH:14]=[CH:13][CH:12]=3)[CH:5]=[CH:6][C:7]=1[F:8].[Cl-].[CH:19](=[N+:26]([CH3:28])[CH3:27])[C:20]1[CH:25]=[CH:24][CH:23]=[CH:22][CH:21]=1, predict the reaction product. The product is: [Cl:1][C:2]1[CH:3]=[C:4]([C:9]2[NH:10][C:11]3[C:16]([C:17]=2[CH:19]([N:26]([CH3:28])[CH3:27])[C:20]2[CH:25]=[CH:24][CH:23]=[CH:22][CH:21]=2)=[CH:15][CH:14]=[CH:13][CH:12]=3)[CH:5]=[CH:6][C:7]=1[F:8].